Dataset: Full USPTO retrosynthesis dataset with 1.9M reactions from patents (1976-2016). Task: Predict the reactants needed to synthesize the given product. (1) Given the product [C:3]1([C:9]2[NH:10][C:11]3[C:16]([C:17](=[O:19])[C:18]=2[CH2:26][C:23]2[CH:24]=[CH:25][N:20]=[CH:21][CH:22]=2)=[CH:15][CH:14]=[CH:13][CH:12]=3)[CH:4]=[CH:5][CH:6]=[CH:7][CH:8]=1, predict the reactants needed to synthesize it. The reactants are: [OH-].[Na+].[C:3]1([CH:9]2[CH2:18][C:17](=[O:19])[C:16]3[C:11](=[CH:12][CH:13]=[CH:14][CH:15]=3)[NH:10]2)[CH:8]=[CH:7][CH:6]=[CH:5][CH:4]=1.[N:20]1[CH:25]=[CH:24][C:23]([CH:26]=O)=[CH:22][CH:21]=1. (2) Given the product [N:1]1[CH:6]=[CH:5][CH:4]=[CH:3][C:2]=1[C:7]1[N:11]=[C:10]([C:12]2[CH:17]=[C:16]([C:24]3[CH:25]=[CH:26][N:21]=[CH:22][CH:23]=3)[CH:15]=[CH:14][C:13]=2[O:19][CH3:20])[O:9][N:8]=1, predict the reactants needed to synthesize it. The reactants are: [N:1]1[CH:6]=[CH:5][CH:4]=[CH:3][C:2]=1[C:7]1[N:11]=[C:10]([C:12]2[CH:17]=[C:16](Br)[CH:15]=[CH:14][C:13]=2[O:19][CH3:20])[O:9][N:8]=1.[N:21]1[CH:26]=[CH:25][C:24](B(O)O)=[CH:23][CH:22]=1.C(=O)([O-])[O-].[Na+].[Na+]. (3) Given the product [F:1][C:2]([F:27])([F:26])[CH2:3][NH:4][C:5]([C:7]1([CH2:21][CH2:22][CH2:23][CH2:24][N:43]2[CH2:44][CH2:45][N:40]([C:37]3[CH:36]=[CH:35][C:34]4[C:39](=[C:30]([O:29][CH3:28])[CH:31]=[CH:32][CH:33]=4)[N:38]=3)[CH2:41][CH2:42]2)[C:20]2[CH:19]=[CH:18][CH:17]=[CH:16][C:15]=2[O:14][C:13]2[C:8]1=[CH:9][CH:10]=[CH:11][CH:12]=2)=[O:6], predict the reactants needed to synthesize it. The reactants are: [F:1][C:2]([F:27])([F:26])[CH2:3][NH:4][C:5]([C:7]1([CH2:21][CH2:22][CH2:23][CH2:24]Br)[C:20]2[CH:19]=[CH:18][CH:17]=[CH:16][C:15]=2[O:14][C:13]2[C:8]1=[CH:9][CH:10]=[CH:11][CH:12]=2)=[O:6].[CH3:28][O:29][C:30]1[CH:31]=[CH:32][CH:33]=[C:34]2[C:39]=1[N:38]=[C:37]([N:40]1[CH2:45][CH2:44][NH:43][CH2:42][CH2:41]1)[CH:36]=[CH:35]2. (4) Given the product [Cl:2][C:3]1[CH:13]=[CH:12][C:6]([O:7][CH2:8][CH2:9][CH2:10][NH:11][C:19](=[O:20])[C:18]2[CH:22]=[C:23]([C:25]([F:26])([F:27])[F:28])[CH:24]=[C:16]([C:15]([F:14])([F:29])[F:30])[CH:17]=2)=[CH:5][CH:4]=1, predict the reactants needed to synthesize it. The reactants are: Cl.[Cl:2][C:3]1[CH:13]=[CH:12][C:6]([O:7][CH2:8][CH2:9][CH2:10][NH2:11])=[CH:5][CH:4]=1.[F:14][C:15]([F:30])([F:29])[C:16]1[CH:17]=[C:18]([CH:22]=[C:23]([C:25]([F:28])([F:27])[F:26])[CH:24]=1)[C:19](Cl)=[O:20].C(N(CC)CC)C. (5) The reactants are: [Cl:1][C:2]1[CH:3]=[CH:4][C:5]2[N:11]3[CH:12]=[CH:13][CH:14]=[C:10]3[C@@H:9]([CH2:15][CH2:16][C:17](O)=[O:18])[O:8][C@H:7]([C:20]3[CH:25]=[CH:24][CH:23]=[C:22]([O:26][CH3:27])[C:21]=3[O:28][CH3:29])[C:6]=2[CH:30]=1.[C:31]12([C:37]([O:39][CH2:40][CH3:41])=[O:38])[CH2:36][CH:35]1[CH2:34][NH:33][CH2:32]2.Cl.C(N=C=NCCCN(C)C)C.ON1C2C=CC=CC=2N=N1. Given the product [Cl:1][C:2]1[CH:3]=[CH:4][C:5]2[N:11]3[CH:12]=[CH:13][CH:14]=[C:10]3[C@@H:9]([CH2:15][CH2:16][C:17]([N:33]3[CH2:34][CH:35]4[C:31]([C:37]([O:39][CH2:40][CH3:41])=[O:38])([CH2:36]4)[CH2:32]3)=[O:18])[O:8][C@H:7]([C:20]3[CH:25]=[CH:24][CH:23]=[C:22]([O:26][CH3:27])[C:21]=3[O:28][CH3:29])[C:6]=2[CH:30]=1, predict the reactants needed to synthesize it. (6) Given the product [CH3:16][O:15][C:11]1[CH:12]=[CH:13][C:14]2[CH:4]=[CH:5][N:6]([CH3:18])[C:7](=[O:17])[CH2:8][C:9]=2[CH:10]=1, predict the reactants needed to synthesize it. The reactants are: Cl.CO[CH:4](OC)[CH2:5][N:6]([CH3:18])[C:7](=[O:17])[CH2:8][C:9]1[CH:14]=[CH:13][CH:12]=[C:11]([O:15][CH3:16])[CH:10]=1. (7) Given the product [C:35](=[S:44])([O:36][C:37]1[CH:42]=[CH:41][CH:40]=[CH:39][CH:38]=1)[O:34][C@@H:12]1[C@@H:13]2[O:14][Si:15]([CH:28]([CH3:30])[CH3:29])([CH:31]([CH3:33])[CH3:32])[O:16][Si:17]([CH:25]([CH3:26])[CH3:27])([CH:22]([CH3:23])[CH3:24])[O:18][CH2:19][C@H:20]2[O:21][C@H:11]1[C:10]1[N:6]2[C:7]([C:2]([NH2:1])=[N:3][CH:4]=[N:5]2)=[N:8][CH:9]=1, predict the reactants needed to synthesize it. The reactants are: [NH2:1][C:2]1[C:7]2=[N:8][CH:9]=[C:10]([C@@H:11]3[O:21][C@H:20]4[C@@H:13]([O:14][Si:15]([CH:31]([CH3:33])[CH3:32])([CH:28]([CH3:30])[CH3:29])[O:16][Si:17]([CH:25]([CH3:27])[CH3:26])([CH:22]([CH3:24])[CH3:23])[O:18][CH2:19]4)[C@H:12]3[OH:34])[N:6]2[N:5]=[CH:4][N:3]=1.[C:35](=[S:44])(Cl)[O:36][C:37]1[CH:42]=[CH:41][CH:40]=[CH:39][CH:38]=1. (8) Given the product [NH2:30][C@@H:16]([CH2:15][CH:12]1[CH2:13][CH2:14][CH:9]([OH:8])[CH2:10][CH2:11]1)[CH2:17][N:18]([CH3:29])[C:19](=[O:20])[O:21][CH2:22][C:23]1[CH:24]=[CH:25][CH:26]=[CH:27][CH:28]=1, predict the reactants needed to synthesize it. The reactants are: [Si]([O:8][CH:9]1[CH2:14][CH2:13][CH:12]([CH2:15][C@H:16]([NH:30]C(=O)OC(C)(C)C)[CH2:17][N:18]([CH3:29])[C:19]([O:21][CH2:22][C:23]2[CH:28]=[CH:27][CH:26]=[CH:25][CH:24]=2)=[O:20])[CH2:11][CH2:10]1)(C(C)(C)C)(C)C. (9) Given the product [F:27][C:28]1[CH:29]=[CH:30][C:31]([C:2]2[N:11]=[CH:10][C:9]3[N:8]([CH2:12][C:13]4[CH:18]=[CH:17][C:16]([S:19]([CH3:22])(=[O:21])=[O:20])=[CH:15][CH:14]=4)[CH2:7][CH:6]4[CH2:23][O:24][CH2:25][CH2:26][N:5]4[C:4]=3[N:3]=2)=[C:32]2[C:36]=1[NH:35][CH:34]=[C:33]2[CH3:37], predict the reactants needed to synthesize it. The reactants are: Cl[C:2]1[N:11]=[CH:10][C:9]2[N:8]([CH2:12][C:13]3[CH:18]=[CH:17][C:16]([S:19]([CH3:22])(=[O:21])=[O:20])=[CH:15][CH:14]=3)[CH2:7][CH:6]3[CH2:23][O:24][CH2:25][CH2:26][N:5]3[C:4]=2[N:3]=1.[F:27][C:28]1[CH:29]=[CH:30][C:31](B2OC(C)(C)C(C)(C)O2)=[C:32]2[C:36]=1[NH:35][CH:34]=[C:33]2[CH3:37].